This data is from Peptide-MHC class II binding affinity with 134,281 pairs from IEDB. The task is: Regression. Given a peptide amino acid sequence and an MHC pseudo amino acid sequence, predict their binding affinity value. This is MHC class II binding data. (1) The MHC is HLA-DQA10401-DQB10402 with pseudo-sequence HLA-DQA10401-DQB10402. The peptide sequence is NGDGDVVAVDIKEKG. The binding affinity (normalized) is 0.313. (2) The peptide sequence is AAPANDKFTVFEAAF. The MHC is DRB3_0101 with pseudo-sequence DRB3_0101. The binding affinity (normalized) is 0.347. (3) The peptide sequence is AGRFEVHAQTVEDEA. The MHC is DRB4_0101 with pseudo-sequence DRB4_0103. The binding affinity (normalized) is 0.601. (4) The peptide sequence is YVDEHLMCEIEGHHL. The MHC is HLA-DQA10501-DQB10301 with pseudo-sequence HLA-DQA10501-DQB10301. The binding affinity (normalized) is 0.352. (5) The peptide sequence is GELQIVDKIDAAIKI. The MHC is DRB1_1101 with pseudo-sequence DRB1_1101. The binding affinity (normalized) is 0.562. (6) The peptide sequence is GILHNLSDLYALITE. The MHC is H-2-IAb with pseudo-sequence H-2-IAb. The binding affinity (normalized) is 0.0829. (7) The peptide sequence is AGELELQFRRVKSKYPEGTK. The MHC is DRB1_0101 with pseudo-sequence DRB1_0101. The binding affinity (normalized) is 0.345. (8) The peptide sequence is ASLMRGLSSRKRRSH. The MHC is DRB1_0301 with pseudo-sequence DRB1_0301. The binding affinity (normalized) is 0.655. (9) The peptide sequence is LAARTLLAAADELVG. The MHC is HLA-DQA10101-DQB10501 with pseudo-sequence HLA-DQA10101-DQB10501. The binding affinity (normalized) is 0.691. (10) The peptide sequence is GVEGIGLQYLGYVIRK. The MHC is DRB1_1301 with pseudo-sequence DRB1_1301. The binding affinity (normalized) is 0.677.